From a dataset of Forward reaction prediction with 1.9M reactions from USPTO patents (1976-2016). Predict the product of the given reaction. (1) Given the reactants [Br:1][CH2:2][CH2:3][CH2:4][CH2:5][CH2:6][C:7]1[CH:12]=[CH:11][C:10]([C:13]2[CH:18]=[CH:17][CH:16]=[CH:15][CH:14]=2)=[CH:9][CH:8]=1.[N:19]1[CH:24]=[C:23]([CH3:25])[CH:22]=[C:21]([CH3:26])[CH:20]=1, predict the reaction product. The product is: [Br-:1].[C:10]1([C:13]2[CH:18]=[CH:17][CH:16]=[CH:15][CH:14]=2)[CH:11]=[CH:12][C:7]([CH2:6][CH2:5][CH2:4][CH2:3][CH2:2][N+:19]2[CH:24]=[C:23]([CH3:25])[CH:22]=[C:21]([CH3:26])[CH:20]=2)=[CH:8][CH:9]=1. (2) Given the reactants [NH2:1][C:2]1[CH:3]=[C:4]2[C:8](=[CH:9][CH:10]=1)[NH:7][CH:6]=[CH:5]2.N1C=CC=CC=1.Cl[C:18]([O:20][CH2:21][C:22]([Cl:25])([Cl:24])[Cl:23])=[O:19].O, predict the reaction product. The product is: [NH:7]1[C:8]2[C:4](=[CH:3][C:2]([NH:1][C:18](=[O:19])[O:20][CH2:21][C:22]([Cl:25])([Cl:24])[Cl:23])=[CH:10][CH:9]=2)[CH:5]=[CH:6]1. (3) Given the reactants C([O:5][C:6](=[O:30])[C@@H:7]([N:9]1[C:13]2[CH:14]=[CH:15][CH:16]=[CH:17][C:12]=2[N:11]([CH2:18][C:19]2[C:20]3[C:27]([CH3:28])=[CH:26][CH:25]=[CH:24][C:21]=3[S:22][CH:23]=2)[C:10]1=[O:29])[CH3:8])(C)(C)C.C(O)(C(F)(F)F)=O, predict the reaction product. The product is: [CH3:28][C:27]1[C:20]2[C:19]([CH2:18][N:11]3[C:12]4[CH:17]=[CH:16][CH:15]=[CH:14][C:13]=4[N:9]([C@@H:7]([CH3:8])[C:6]([OH:30])=[O:5])[C:10]3=[O:29])=[CH:23][S:22][C:21]=2[CH:24]=[CH:25][CH:26]=1. (4) Given the reactants [S:1]1[CH:5]=[CH:4][C:3]([CH:6]=O)=[CH:2]1.[CH3:8][S:9]([C:12]1[CH:17]=[CH:16][C:15]([CH2:18][C:19]([OH:21])=[O:20])=[CH:14][CH:13]=1)(=[O:11])=[O:10].N1CCCCC1, predict the reaction product. The product is: [CH3:8][S:9]([C:12]1[CH:13]=[CH:14][C:15](/[C:18](=[CH:6]\[C:3]2[CH:4]=[CH:5][S:1][CH:2]=2)/[C:19]([OH:21])=[O:20])=[CH:16][CH:17]=1)(=[O:10])=[O:11]. (5) Given the reactants [NH2:1][CH2:2][C:3]1[CH:4]=[C:5]([C:9]2[N:17]3[C:12]([C:13]([NH2:18])=[N:14][CH:15]=[N:16]3)=[C:11]([C:19]3[CH:20]=[CH:21][C:22]4[C:26]([CH:27]=3)=[N:25][N:24]([CH2:28][C:29]3[CH:34]=[CH:33][CH:32]=[CH:31][CH:30]=3)[CH:23]=4)[CH:10]=2)[CH:6]=[CH:7][CH:8]=1.[CH3:35][N:36]([CH3:40])[C:37](Cl)=[O:38], predict the reaction product. The product is: [NH2:18][C:13]1[C:12]2=[C:11]([C:19]3[CH:20]=[CH:21][C:22]4[C:26]([CH:27]=3)=[N:25][N:24]([CH2:28][C:29]3[CH:34]=[CH:33][CH:32]=[CH:31][CH:30]=3)[CH:23]=4)[CH:10]=[C:9]([C:5]3[CH:4]=[C:3]([CH:8]=[CH:7][CH:6]=3)[CH2:2][NH:1][C:37](=[O:38])[N:36]([CH3:40])[CH3:35])[N:17]2[N:16]=[CH:15][N:14]=1.